From a dataset of Catalyst prediction with 721,799 reactions and 888 catalyst types from USPTO. Predict which catalyst facilitates the given reaction. (1) Reactant: C(=[N:14][C:15]1[CH:16]=[CH:17][C:18]([F:31])=[C:19]([C:21]2([CH:28]3[CH2:30][CH2:29]3)[NH:26][C:25](=[S:27])[CH2:24][O:23][CH2:22]2)[CH:20]=1)(C1C=CC=CC=1)C1C=CC=CC=1.C(=O)([O-])O.[Na+]. Product: [NH2:14][C:15]1[CH:16]=[CH:17][C:18]([F:31])=[C:19]([C:21]2([CH:28]3[CH2:29][CH2:30]3)[NH:26][C:25](=[S:27])[CH2:24][O:23][CH2:22]2)[CH:20]=1. The catalyst class is: 393. (2) Reactant: [C:1]([C:3]1[CH:4]=[N:5][N:6]2[C:11](=[O:12])[C:10]([CH:13]([CH3:15])[CH3:14])=[C:9]([C:16]3[CH:17]=[N:18][N:19]([C:21]([CH3:26])([CH3:25])[C:22]([OH:24])=O)[CH:20]=3)[NH:8][C:7]=12)#[N:2].Cl.CN.[CH3:30][N:31](C(ON1N=NC2C=CC=NC1=2)=[N+](C)C)C.F[P-](F)(F)(F)(F)F.CCN(C(C)C)C(C)C. Product: [C:1]([C:3]1[CH:4]=[N:5][N:6]2[C:11](=[O:12])[C:10]([CH:13]([CH3:14])[CH3:15])=[C:9]([C:16]3[CH:17]=[N:18][N:19]([C:21]([CH3:25])([CH3:26])[C:22]([NH:31][CH3:30])=[O:24])[CH:20]=3)[NH:8][C:7]=12)#[N:2]. The catalyst class is: 3.